From a dataset of Forward reaction prediction with 1.9M reactions from USPTO patents (1976-2016). Predict the product of the given reaction. (1) Given the reactants [OH:1][CH2:2][CH2:3][CH2:4][NH:5][C:6]1[CH:11]=[CH:10][CH:9]=[CH:8][N+:7]=1[O-:12].[C:13](O[C:13]([O:15][C:16]([CH3:19])([CH3:18])[CH3:17])=[O:14])([O:15][C:16]([CH3:19])([CH3:18])[CH3:17])=[O:14], predict the reaction product. The product is: [OH:1][CH2:2][CH2:3][CH2:4][N:5]([C:6]1[CH:11]=[CH:10][CH:9]=[CH:8][N+:7]=1[O-:12])[C:13]([O:15][C:16]([CH3:19])([CH3:18])[CH3:17])=[O:14]. (2) Given the reactants [N:1]1([CH2:6][C@@H:7]2[CH2:11][CH2:10][CH2:9][N:8]2[C:12]([C:14]2[CH:19]=[CH:18][C:17](B3OC(C)(C)C(C)(C)O3)=[CH:16][CH:15]=2)=[O:13])[CH2:5][CH2:4][CH2:3][CH2:2]1.Br[C:30]1[CH:35]=[CH:34][C:33]([NH:36][S:37]([CH3:40])(=[O:39])=[O:38])=[C:32]([F:41])[CH:31]=1, predict the reaction product. The product is: [F:41][C:32]1[CH:31]=[C:30]([C:17]2[CH:16]=[CH:15][C:14]([C:12]([N:8]3[CH2:9][CH2:10][CH2:11][C@H:7]3[CH2:6][N:1]3[CH2:2][CH2:3][CH2:4][CH2:5]3)=[O:13])=[CH:19][CH:18]=2)[CH:35]=[CH:34][C:33]=1[NH:36][S:37]([CH3:40])(=[O:39])=[O:38].